The task is: Regression. Given two drug SMILES strings and cell line genomic features, predict the synergy score measuring deviation from expected non-interaction effect.. This data is from NCI-60 drug combinations with 297,098 pairs across 59 cell lines. (1) Drug 1: C1=NC2=C(N=C(N=C2N1C3C(C(C(O3)CO)O)O)F)N. Drug 2: CC1C(C(CC(O1)OC2CC(OC(C2O)C)OC3=CC4=CC5=C(C(=O)C(C(C5)C(C(=O)C(C(C)O)O)OC)OC6CC(C(C(O6)C)O)OC7CC(C(C(O7)C)O)OC8CC(C(C(O8)C)O)(C)O)C(=C4C(=C3C)O)O)O)O. Cell line: SK-MEL-2. Synergy scores: CSS=37.9, Synergy_ZIP=5.12, Synergy_Bliss=11.3, Synergy_Loewe=-18.3, Synergy_HSA=4.21. (2) Drug 1: CC1=C(C(=CC=C1)Cl)NC(=O)C2=CN=C(S2)NC3=CC(=NC(=N3)C)N4CCN(CC4)CCO. Drug 2: C1=CN(C=N1)CC(O)(P(=O)(O)O)P(=O)(O)O. Cell line: A549. Synergy scores: CSS=18.7, Synergy_ZIP=-5.96, Synergy_Bliss=1.89, Synergy_Loewe=-21.0, Synergy_HSA=0.0387. (3) Drug 1: C1=C(C(=O)NC(=O)N1)N(CCCl)CCCl. Drug 2: C1CC(=O)NC(=O)C1N2C(=O)C3=CC=CC=C3C2=O. Cell line: PC-3. Synergy scores: CSS=14.1, Synergy_ZIP=-4.47, Synergy_Bliss=0.0352, Synergy_Loewe=-1.20, Synergy_HSA=1.03. (4) Drug 1: C1CN1P(=S)(N2CC2)N3CC3. Drug 2: CN1C2=C(C=C(C=C2)N(CCCl)CCCl)N=C1CCCC(=O)O.Cl. Cell line: TK-10. Synergy scores: CSS=-2.43, Synergy_ZIP=0.159, Synergy_Bliss=-1.35, Synergy_Loewe=-4.89, Synergy_HSA=-2.69. (5) Cell line: 786-0. Drug 2: CN1C2=C(C=C(C=C2)N(CCCl)CCCl)N=C1CCCC(=O)O.Cl. Drug 1: CC1=C2C(C(=O)C3(C(CC4C(C3C(C(C2(C)C)(CC1OC(=O)C(C(C5=CC=CC=C5)NC(=O)OC(C)(C)C)O)O)OC(=O)C6=CC=CC=C6)(CO4)OC(=O)C)OC)C)OC. Synergy scores: CSS=63.5, Synergy_ZIP=11.7, Synergy_Bliss=11.8, Synergy_Loewe=3.28, Synergy_HSA=13.9. (6) Drug 1: CC(CN1CC(=O)NC(=O)C1)N2CC(=O)NC(=O)C2. Drug 2: CCCS(=O)(=O)NC1=C(C(=C(C=C1)F)C(=O)C2=CNC3=C2C=C(C=N3)C4=CC=C(C=C4)Cl)F. Cell line: RPMI-8226. Synergy scores: CSS=22.3, Synergy_ZIP=-8.98, Synergy_Bliss=-4.01, Synergy_Loewe=-11.8, Synergy_HSA=-7.62. (7) Drug 1: CC(CN1CC(=O)NC(=O)C1)N2CC(=O)NC(=O)C2. Drug 2: CC1=C(C(=CC=C1)Cl)NC(=O)C2=CN=C(S2)NC3=CC(=NC(=N3)C)N4CCN(CC4)CCO. Cell line: OVCAR-4. Synergy scores: CSS=12.6, Synergy_ZIP=-5.34, Synergy_Bliss=1.40, Synergy_Loewe=-1.66, Synergy_HSA=3.28.